From a dataset of Reaction yield outcomes from USPTO patents with 853,638 reactions. Predict the reaction yield, written as a fraction of the theoretical maximum amount of product (1.0 means a 100% yield; for example, 0.34 means a 34% yield). (1) The reactants are [Br:1][C:2]1[C:3]([F:12])=[C:4]2[C:10]([NH2:11])=[CH:9][NH:8][C:5]2=[N:6][CH:7]=1.[F:13][C:14]1[CH:15]=[C:16]([CH:20]=[CH:21][C:22]=1[O:23][CH3:24])[C:17](O)=[O:18].C1N(P(Cl)(N2C(=O)OCC2)=O)C(=O)OC1.C(N(CC)CC)C. The catalyst is C(Cl)Cl. The product is [Br:1][C:2]1[C:3]([F:12])=[C:4]2[C:10]([NH:11][C:17](=[O:18])[C:16]3[CH:20]=[CH:21][C:22]([O:23][CH3:24])=[C:14]([F:13])[CH:15]=3)=[CH:9][NH:8][C:5]2=[N:6][CH:7]=1. The yield is 0.900. (2) The reactants are [N:1]([CH:4]([C:6]1[N:11]=[C:10]([CH3:12])[C:9]([F:13])=[CH:8][CH:7]=1)[CH3:5])=[N+]=[N-]. The catalyst is [Pd]. The product is [F:13][C:9]1[CH:8]=[CH:7][C:6]([CH:4]([NH2:1])[CH3:5])=[N:11][C:10]=1[CH3:12]. The yield is 0.830. (3) The reactants are Cl[C:2]1[CH:11]=[CH:10][C:9]2[C:4](=[CH:5][CH:6]=[C:7]([N:12]([CH3:14])[CH3:13])[CH:8]=2)[N:3]=1.[CH:15]1([NH2:22])[CH2:20][CH2:19][CH2:18][CH:17]([NH2:21])[CH2:16]1.C1C=CC(P(C2C(C3C(P(C4C=CC=CC=4)C4C=CC=CC=4)=CC=C4C=3C=CC=C4)=C3C(C=CC=C3)=CC=2)C2C=CC=CC=2)=CC=1. The catalyst is C([O-])(=O)C.[Pd+2].C([O-])(=O)C.C1(C)C=CC=CC=1. The product is [NH2:21][CH:17]1[CH2:18][CH2:19][CH2:20][CH:15]([NH:22][C:2]2[CH:11]=[CH:10][C:9]3[C:4](=[CH:5][CH:6]=[C:7]([N:12]([CH3:14])[CH3:13])[CH:8]=3)[N:3]=2)[CH2:16]1. The yield is 0.330.